This data is from Retrosynthesis with 50K atom-mapped reactions and 10 reaction types from USPTO. The task is: Predict the reactants needed to synthesize the given product. (1) Given the product Cc1ccc(OCC2(C)CC2)cn1, predict the reactants needed to synthesize it. The reactants are: CC1(CO)CC1.Cc1ccc(O)cn1. (2) Given the product CCCCCCC=Cc1cc2c(C(C)(C)C)c(OC(C)=O)c(C(C)(C)C)cc2o1, predict the reactants needed to synthesize it. The reactants are: CC(=O)Oc1c(C(C)(C)C)cc2oc(C=O)cc2c1C(C)(C)C.CCCCCCC[P+](c1ccccc1)(c1ccccc1)c1ccccc1. (3) Given the product CC(=O)N1C(=O)C(=C(Cl)c2cc(C)on2)c2ccccc21, predict the reactants needed to synthesize it. The reactants are: CC(=O)N1C(=O)C(=C(O)c2cc(C)on2)c2ccccc21.ClC(Cl)(Cl)Cl.